From a dataset of Forward reaction prediction with 1.9M reactions from USPTO patents (1976-2016). Predict the product of the given reaction. (1) Given the reactants [C:1]([C:3]1[CH:4]=[C:5]2[C:10](=[CH:11][C:12]=1[O:13][C:14]1[CH:22]=[CH:21][C:17]([C:18]([OH:20])=O)=[CH:16][CH:15]=1)[O:9][CH2:8][CH2:7][CH:6]2[C:23]([O:25][CH3:26])=[O:24])#[N:2].[C:27]([CH:31]1[CH2:36][CH2:35][CH:34]([NH2:37])[CH2:33][CH2:32]1)([CH3:30])([CH3:29])[CH3:28], predict the reaction product. The product is: [C:27]([CH:31]1[CH2:32][CH2:33][CH:34]([NH:37][C:18]([C:17]2[CH:16]=[CH:15][C:14]([O:13][C:12]3[CH:11]=[C:10]4[C:5]([CH:6]([C:23]([O:25][CH3:26])=[O:24])[CH2:7][CH2:8][O:9]4)=[CH:4][C:3]=3[C:1]#[N:2])=[CH:22][CH:21]=2)=[O:20])[CH2:35][CH2:36]1)([CH3:30])([CH3:28])[CH3:29]. (2) Given the reactants [Cl:1][C:2]1[CH:14]=[CH:13][C:5]2[NH:6][C:7]([CH2:9][C:10]([OH:12])=O)=[N:8][C:4]=2[CH:3]=1.Cl.Cl.[F:17][C:18]([F:31])([F:30])[CH2:19][O:20][C:21]1[CH:22]=[CH:23][C:24]([C@H:27]([NH2:29])[CH3:28])=[N:25][CH:26]=1.C(Cl)CCl.ON1C2N=CC=CC=2N=N1.C(N(CC)C(C)C)(C)C, predict the reaction product. The product is: [Cl:1][C:2]1[CH:14]=[CH:13][C:5]2[NH:6][C:7]([CH2:9][C:10]([NH:29][C@@H:27]([C:24]3[CH:23]=[CH:22][C:21]([O:20][CH2:19][C:18]([F:31])([F:17])[F:30])=[CH:26][N:25]=3)[CH3:28])=[O:12])=[N:8][C:4]=2[CH:3]=1. (3) The product is: [CH3:16][N:12]1[C:11]([C:9]2[S:10][C:3]3[C:4](=[N:5][CH:6]=[CH:7][C:2]=3[NH:17][C:18]3[CH:23]=[CH:22][CH:21]=[CH:20][CH:19]=3)[CH:8]=2)=[CH:15][N:14]=[CH:13]1. Given the reactants Cl[C:2]1[CH:7]=[CH:6][N:5]=[C:4]2[CH:8]=[C:9]([C:11]3[N:12]([CH3:16])[CH:13]=[N:14][CH:15]=3)[S:10][C:3]=12.[NH2:17][C:18]1[CH:23]=[CH:22][CH:21]=[CH:20][CH:19]=1, predict the reaction product.